From a dataset of Peptide-MHC class I binding affinity with 185,985 pairs from IEDB/IMGT. Regression. Given a peptide amino acid sequence and an MHC pseudo amino acid sequence, predict their binding affinity value. This is MHC class I binding data. (1) The peptide sequence is AMSFDGFIR. The MHC is HLA-A31:01 with pseudo-sequence HLA-A31:01. The binding affinity (normalized) is 0.605. (2) The peptide sequence is KVHGLDVKNV. The MHC is HLA-A02:01 with pseudo-sequence HLA-A02:01. The binding affinity (normalized) is 0.302. (3) The peptide sequence is VYAYPSGEK. The MHC is HLA-A03:01 with pseudo-sequence HLA-A03:01. The binding affinity (normalized) is 0.249. (4) The peptide sequence is YMYQYIQEL. The MHC is HLA-C07:01 with pseudo-sequence HLA-C07:01. The binding affinity (normalized) is 0.820. (5) The peptide sequence is YSMDHSKWGP. The MHC is H-2-Kb with pseudo-sequence H-2-Kb. The binding affinity (normalized) is 0.0128. (6) The peptide sequence is SQRFIFNII. The MHC is HLA-A32:01 with pseudo-sequence HLA-A32:01. The binding affinity (normalized) is 0.304. (7) The peptide sequence is IEANLLWRQEM. The MHC is Mamu-A11 with pseudo-sequence Mamu-A11. The binding affinity (normalized) is 0.217. (8) The peptide sequence is KFNPMKTYI. The MHC is HLA-B14:02 with pseudo-sequence HLA-B14:02. The binding affinity (normalized) is 0. (9) The peptide sequence is ISRDNSKNTL. The binding affinity (normalized) is 0. The MHC is HLA-A68:01 with pseudo-sequence HLA-A68:01.